This data is from Full USPTO retrosynthesis dataset with 1.9M reactions from patents (1976-2016). The task is: Predict the reactants needed to synthesize the given product. (1) Given the product [NH2:1][C:2]1[S:6][C:5]([S:7][C:14]([CH3:17])([CH3:16])[CH3:15])=[N:4][C:3]=1[C:8]1[CH:13]=[CH:12][CH:11]=[CH:10][CH:9]=1, predict the reactants needed to synthesize it. The reactants are: [NH2:1][C:2]1[S:6][C:5]([SH:7])=[N:4][C:3]=1[C:8]1[CH:13]=[CH:12][CH:11]=[CH:10][CH:9]=1.[C:14](O)([CH3:17])([CH3:16])[CH3:15].S(=O)(=O)(O)O.C(=O)(O)[O-].[Na+]. (2) Given the product [C:12]1([CH3:13])[CH:11]=[CH:10][C:9]([S:70]([OH:71])(=[O:41])=[O:68])=[CH:16][CH:17]=1.[F:55][C:50]1[CH:51]=[CH:52][CH:53]=[CH:54][C:49]=1[C@H:48]1[CH2:47][N:46]([C:2]2[N:7]=[CH:6][C:5]([O:8][CH2:9][CH2:10][CH2:11][CH:12]3[CH2:17][CH2:16][N:15]([C:18]4[O:22][N:21]=[C:20]([CH:23]([CH3:25])[CH3:24])[N:19]=4)[CH2:14][CH2:13]3)=[CH:4][N:3]=2)[CH2:45][C@@H:44]1[NH2:43], predict the reactants needed to synthesize it. The reactants are: Cl[C:2]1[N:7]=[CH:6][C:5]([O:8][CH2:9][CH2:10][CH2:11][CH:12]2[CH2:17][CH2:16][N:15]([C:18]3[O:22][N:21]=[C:20]([CH:23]([CH3:25])[CH3:24])[N:19]=3)[CH2:14][CH2:13]2)=[CH:4][N:3]=1.Cl.C1C2C(C[O:41]C(=O)[NH:43][C@H:44]3[C@H:48]([C:49]4[CH:54]=[CH:53][CH:52]=[CH:51][C:50]=4[F:55])[CH2:47][NH:46][CH2:45]3)C3C(=CC=CC=3)C=2C=CC=1.C1CCN2C(=NCCC2)CC1.[OH2:68].C[S:70](C)=[O:71]. (3) Given the product [OH:5][CH2:6][CH2:7][C:8]1([OH:22])[CH2:13][CH:12]2[CH2:14][CH2:15][CH:9]1[CH:10]=[C:11]2[C:16]1[CH:17]=[CH:18][CH:19]=[CH:20][CH:21]=1, predict the reactants needed to synthesize it. The reactants are: C([O:5][C:6](=O)[CH2:7][C:8]1([OH:22])[CH2:13][CH:12]2[CH2:14][CH2:15][CH:9]1[CH:10]=[C:11]2[C:16]1[CH:21]=[CH:20][CH:19]=[CH:18][CH:17]=1)(C)(C)C.[H-].[H-].[H-].[H-].[Li+].[Al+3].[OH-].[Na+]. (4) Given the product [Br:1][C:2]1[CH:3]=[C:4]([CH:8]([NH:10][C:12]2[CH:17]=[C:16]([F:18])[CH:15]=[CH:14][C:13]=2[N+:19]([O-:21])=[O:20])[CH3:9])[CH:5]=[CH:6][CH:7]=1, predict the reactants needed to synthesize it. The reactants are: [Br:1][C:2]1[CH:3]=[C:4]([CH:8]([NH2:10])[CH3:9])[CH:5]=[CH:6][CH:7]=1.F[C:12]1[CH:17]=[C:16]([F:18])[CH:15]=[CH:14][C:13]=1[N+:19]([O-:21])=[O:20].C(N(CC)C(C)C)(C)C. (5) Given the product [F:1][C:2]([F:19])([CH:8]([O:18][S:26]([C:23]1[CH:24]=[CH:25][C:20]([CH3:30])=[CH:21][CH:22]=1)(=[O:28])=[O:27])[C:9]1[CH:14]=[CH:13][C:12]([N+:15]([O-:17])=[O:16])=[CH:11][CH:10]=1)[C:3]([O:5][CH2:6][CH3:7])=[O:4], predict the reactants needed to synthesize it. The reactants are: [F:1][C:2]([F:19])([CH:8]([OH:18])[C:9]1[CH:14]=[CH:13][C:12]([N+:15]([O-:17])=[O:16])=[CH:11][CH:10]=1)[C:3]([O:5][CH2:6][CH3:7])=[O:4].[C:20]1([CH3:30])[CH:25]=[CH:24][C:23]([S:26](Cl)(=[O:28])=[O:27])=[CH:22][CH:21]=1.